This data is from Reaction yield outcomes from USPTO patents with 853,638 reactions. The task is: Predict the reaction yield, written as a fraction of the theoretical maximum amount of product (1.0 means a 100% yield; for example, 0.34 means a 34% yield). (1) The product is [Br:1][C:2]1[CH:7]=[CH:6][C:5]([S:8][CH:16]2[CH2:21][CH2:20][CH:19]([C:22]([O:24][CH2:25][CH3:26])=[O:23])[CH2:18][C:17]2=[O:27])=[CH:4][CH:3]=1. The yield is 0.610. The catalyst is CC(C)=O. The reactants are [Br:1][C:2]1[CH:7]=[CH:6][C:5]([SH:8])=[CH:4][CH:3]=1.C([O-])([O-])=O.[K+].[K+].Br[CH:16]1[CH2:21][CH2:20][CH:19]([C:22]([O:24][CH2:25][CH3:26])=[O:23])[CH2:18][C:17]1=[O:27]. (2) The reactants are [Na].[CH3:2][C:3]1[CH:8]=[C:7]([CH3:9])[CH:6]=[CH:5][C:4]=1[CH2:10][C:11]#[N:12].[C:13](OCC)(=[O:15])[CH3:14]. No catalyst specified. The product is [C:11]([CH:10]([C:4]1[CH:5]=[CH:6][C:7]([CH3:9])=[CH:8][C:3]=1[CH3:2])[C:13](=[O:15])[CH3:14])#[N:12]. The yield is 0.00740. (3) The reactants are C(OC([N:8]1[CH2:13][CH2:12][CH2:11][CH2:10][CH:9]1[CH2:14][NH:15][C:16]1[CH:21]=[CH:20][N:19]=[C:18]([NH:22][C:23]2[CH:28]=[CH:27][CH:26]=[C:25]([Cl:29])[CH:24]=2)[N:17]=1)=O)(C)(C)C. The catalyst is FC(F)(F)C(O)=O. The product is [Cl:29][C:25]1[CH:24]=[C:23]([NH:22][C:18]2[N:17]=[C:16]([NH:15][CH2:14][CH:9]3[CH2:10][CH2:11][CH2:12][CH2:13][NH:8]3)[CH:21]=[CH:20][N:19]=2)[CH:28]=[CH:27][CH:26]=1. The yield is 0.0700. (4) The reactants are [CH2:1]([O:3][C:4](=[O:13])[C:5]1[C:10]([NH2:11])=[C:9]([NH2:12])[CH:8]=[N:7][CH:6]=1)[CH3:2].[F:14][C:15]([F:25])([F:24])[C:16]1[CH:23]=[CH:22][CH:21]=[CH:20][C:17]=1[CH:18]=O.S(S([O-])=O)([O-])(=O)=O.[Na+].[Na+].O. The catalyst is CN(C=O)C. The product is [CH2:1]([O:3][C:4]([C:5]1[C:10]2[N:11]=[C:18]([C:17]3[CH:20]=[CH:21][CH:22]=[CH:23][C:16]=3[C:15]([F:14])([F:24])[F:25])[NH:12][C:9]=2[CH:8]=[N:7][CH:6]=1)=[O:13])[CH3:2]. The yield is 0.700.